Predict the product of the given reaction. From a dataset of Forward reaction prediction with 1.9M reactions from USPTO patents (1976-2016). (1) Given the reactants Br[C:2]1[CH:7]=[CH:6][C:5]([N:8]2[CH:12]=[C:11]([C:13]3[CH:17]=[C:16]([C:18]([F:21])([F:20])[F:19])[O:15][N:14]=3)[N:10]=[C:9]2[C:22]2[CH:27]=[CH:26][CH:25]=[CH:24][C:23]=2[Cl:28])=[C:4]([Cl:29])[CH:3]=1.[CH3:30][S:31]([C:34]1[CH:35]=[C:36](B(O)O)[CH:37]=[CH:38][CH:39]=1)(=[O:33])=[O:32].C([O-])([O-])=O.[K+].[K+].COCCOC, predict the reaction product. The product is: [Cl:29][C:4]1[CH:3]=[C:2]([C:38]2[CH:37]=[CH:36][CH:35]=[C:34]([S:31]([CH3:30])(=[O:33])=[O:32])[CH:39]=2)[CH:7]=[CH:6][C:5]=1[N:8]1[CH:12]=[C:11]([C:13]2[CH:17]=[C:16]([C:18]([F:21])([F:20])[F:19])[O:15][N:14]=2)[N:10]=[C:9]1[C:22]1[CH:27]=[CH:26][CH:25]=[CH:24][C:23]=1[Cl:28]. (2) The product is: [F:29][C:26]1[CH:27]=[CH:28][C:23]([C:21]2[CH:22]=[C:17]([C:16](=[O:43])[NH:15][CH2:14][CH2:13][CH2:12][CH2:11][CH2:10][CH2:9][CH2:8][CH2:7][C:1]3[CH:6]=[CH:5][CH:4]=[CH:3][CH:2]=3)[CH:18]=[C:19]([C:35]3[CH:40]=[CH:39][C:38]([F:41])=[C:37]([CH3:42])[CH:36]=3)[C:20]=2[O:31][CH2:32][C:33]([OH:48])=[O:34])=[CH:24][C:25]=1[CH3:30]. Given the reactants [C:1]1([CH2:7][CH2:8][CH2:9][CH2:10][CH2:11][CH2:12][CH2:13][CH2:14][NH:15][C:16](=[O:43])[C:17]2[CH:22]=[C:21]([C:23]3[CH:28]=[CH:27][C:26]([F:29])=[C:25]([CH3:30])[CH:24]=3)[C:20]([O:31][CH2:32][CH2:33][OH:34])=[C:19]([C:35]3[CH:40]=[CH:39][C:38]([F:41])=[C:37]([CH3:42])[CH:36]=3)[CH:18]=2)[CH:6]=[CH:5][CH:4]=[CH:3][CH:2]=1.C[N+]1([O-])CC[O:48]CC1.S(S([O-])=O)([O-])(=O)=O.[Na+].[Na+].S(S([O-])=O)([O-])=O.[Na+].[Na+].Cl, predict the reaction product.